This data is from Forward reaction prediction with 1.9M reactions from USPTO patents (1976-2016). The task is: Predict the product of the given reaction. Given the reactants [N:1]1[C:11]2[C@@H:10]3[CH2:12][N:13]([C:15]([O:17][C:18]([CH3:21])([CH3:20])[CH3:19])=[O:16])[CH2:14][C@H:9]3[CH2:8][NH:7][CH2:6][C:5]=2[CH:4]=[CH:3][CH:2]=1.C(N(CC)CC)C.[Cl:29][C:30]1[CH:31]=[C:32]([S:37](Cl)(=[O:39])=[O:38])[CH:33]=[CH:34][C:35]=1[Cl:36].[OH-].[Na+], predict the reaction product. The product is: [Cl:29][C:30]1[CH:31]=[C:32]([S:37]([N:7]2[CH2:8][C@@H:9]3[CH2:14][N:13]([C:15]([O:17][C:18]([CH3:21])([CH3:20])[CH3:19])=[O:16])[CH2:12][C@H:10]3[C:11]3[N:1]=[CH:2][CH:3]=[CH:4][C:5]=3[CH2:6]2)(=[O:38])=[O:39])[CH:33]=[CH:34][C:35]=1[Cl:36].